This data is from Reaction yield outcomes from USPTO patents with 853,638 reactions. The task is: Predict the reaction yield, written as a fraction of the theoretical maximum amount of product (1.0 means a 100% yield; for example, 0.34 means a 34% yield). (1) The reactants are Br[C:2]1[CH:7]=[CH:6][C:5]([O:8][CH3:9])=[CH:4][CH:3]=1.[Li]CCCC.CN(CCN(C)C)C.[C:23]([O:27][C:28]([N:30]1[CH2:35][CH2:34][CH:33]([CH:36]=[O:37])[CH2:32][CH2:31]1)=[O:29])([CH3:26])([CH3:25])[CH3:24]. The catalyst is C1COCC1. The product is [C:23]([O:27][C:28]([N:30]1[CH2:35][CH2:34][CH:33]([CH:36]([OH:37])[C:2]2[CH:7]=[CH:6][C:5]([O:8][CH3:9])=[CH:4][CH:3]=2)[CH2:32][CH2:31]1)=[O:29])([CH3:26])([CH3:25])[CH3:24]. The yield is 0.470. (2) The reactants are [Cl:1][C:2]1[CH:7]=[C:6]([Cl:8])[CH:5]=[CH:4][C:3]=1[C:9]1[N:10]=[C:11]([C:31]2[CH:36]=[CH:35][C:34]([OH:37])=[CH:33][CH:32]=2)[N:12]([CH2:14][C:15]2[CH:20]=[CH:19][C:18]([C:21]3[CH:26]=[CH:25][CH:24]=[C:23]([C:27]([F:30])([F:29])[F:28])[CH:22]=3)=[CH:17][CH:16]=2)[CH:13]=1.Br[CH2:39][C:40]([O:42][CH3:43])=[O:41]. No catalyst specified. The product is [CH3:43][O:42][C:40](=[O:41])[CH2:39][O:37][C:34]1[CH:33]=[CH:32][C:31]([C:11]2[N:12]([CH2:14][C:15]3[CH:16]=[CH:17][C:18]([C:21]4[CH:26]=[CH:25][CH:24]=[C:23]([C:27]([F:29])([F:28])[F:30])[CH:22]=4)=[CH:19][CH:20]=3)[CH:13]=[C:9]([C:3]3[CH:4]=[CH:5][C:6]([Cl:8])=[CH:7][C:2]=3[Cl:1])[N:10]=2)=[CH:36][CH:35]=1. The yield is 0.660.